Dataset: Full USPTO retrosynthesis dataset with 1.9M reactions from patents (1976-2016). Task: Predict the reactants needed to synthesize the given product. The reactants are: CCN(C(C)C)C(C)C.[NH2:10][C:11]1[CH:16]=[CH:15][CH:14]=[CH:13][C:12]=1[NH:17][C:18](=[O:24])[O:19][C:20]([CH3:23])([CH3:22])[CH3:21].[CH2:25]([O:27][P:28]([CH2:33][C:34](O)=[O:35])([O:30][CH2:31][CH3:32])=[O:29])[CH3:26].CN(C(ON1N=NC2C=CC=NC1=2)=[N+](C)C)C.F[P-](F)(F)(F)(F)F. Given the product [C:20]([O:19][C:18](=[O:24])[NH:17][C:12]1[CH:13]=[CH:14][CH:15]=[CH:16][C:11]=1[NH:10][C:34](=[O:35])[CH2:33][P:28]([O:30][CH2:31][CH3:32])([O:27][CH2:25][CH3:26])=[O:29])([CH3:21])([CH3:23])[CH3:22], predict the reactants needed to synthesize it.